This data is from Forward reaction prediction with 1.9M reactions from USPTO patents (1976-2016). The task is: Predict the product of the given reaction. (1) The product is: [ClH:14].[CH3:27][C:23]1[N:22]([CH2:21][C:17]2[N:18]=[N:19][CH:20]=[C:15]([C:2]3[CH:3]=[CH:4][C:5]4[C:10](=[CH:9][CH:8]=[CH:7][CH:6]=4)[CH:1]=3)[CH:16]=2)[CH:26]=[CH:25][N:24]=1. Given the reactants [C:1]1(B(O)O)[C:10]2[C:5](=[CH:6][CH:7]=[CH:8][CH:9]=2)[CH:4]=[CH:3][CH:2]=1.[Cl:14][C:15]1[CH:16]=[C:17]([CH2:21][N:22]2[CH:26]=[CH:25][N:24]=[C:23]2[CH3:27])[N:18]=[N:19][CH:20]=1, predict the reaction product. (2) The product is: [Cl:3][C:4]1[CH:5]=[CH:6][C:7]([C:10]2[N:11]=[C:12]3[CH:17]=[CH:16][C:15]([C:18]4[C:19]([F:27])=[C:20]([CH2:21][OH:22])[C:23]([F:26])=[CH:24][CH:25]=4)=[CH:14][N:13]3[CH:28]=2)=[CH:8][CH:9]=1. Given the reactants [BH4-].[Na+].[Cl:3][C:4]1[CH:9]=[CH:8][C:7]([C:10]2[N:11]=[C:12]3[CH:17]=[CH:16][C:15]([C:18]4[C:19]([F:27])=[C:20]([C:23]([F:26])=[CH:24][CH:25]=4)[CH:21]=[O:22])=[CH:14][N:13]3[CH:28]=2)=[CH:6][CH:5]=1, predict the reaction product. (3) Given the reactants Cl.[CH3:2][C:3]1[CH:8]=[CH:7][C:6]([CH3:9])=[CH:5][C:4]=1[NH:10][NH2:11].C(O[CH:15]=[C:16]([C:19]#[N:20])[C:17]#[N:18])C, predict the reaction product. The product is: [NH2:20][C:19]1[N:10]([C:4]2[CH:5]=[C:6]([CH3:9])[CH:7]=[CH:8][C:3]=2[CH3:2])[N:11]=[CH:15][C:16]=1[C:17]#[N:18]. (4) Given the reactants [C:1]([C:4]1[CH:9]=[CH:8][N:7]=[C:6]([S:10][CH3:11])[N:5]=1)(=[O:3])[CH3:2].C[Si]([N-][Si](C)(C)C)(C)C.[Li+].[C:22](OC)(=[O:27])[C:23]([O:25][CH3:26])=[O:24], predict the reaction product. The product is: [CH3:11][S:10][C:6]1[N:5]=[C:4]([C:1](=[O:3])[CH2:2][C:22](=[O:27])[C:23]([O:25][CH3:26])=[O:24])[CH:9]=[CH:8][N:7]=1.